This data is from hERG potassium channel inhibition data for cardiac toxicity prediction from Karim et al.. The task is: Regression/Classification. Given a drug SMILES string, predict its toxicity properties. Task type varies by dataset: regression for continuous values (e.g., LD50, hERG inhibition percentage) or binary classification for toxic/non-toxic outcomes (e.g., AMES mutagenicity, cardiotoxicity, hepatotoxicity). Dataset: herg_karim. The drug is NC1(C(=O)NC(CCCN2CCCCC2)c2ccc(Cl)cc2)CCCN(c2ncnc3[nH]ccc23)C1. The result is 0 (non-blocker).